From a dataset of Forward reaction prediction with 1.9M reactions from USPTO patents (1976-2016). Predict the product of the given reaction. (1) Given the reactants [O:1]1[CH:6]=[CH:5][CH2:4][CH2:3][CH2:2]1.[Br:7][C:8]1[N:12]=[CH:11][NH:10][N:9]=1.CS(O)(=O)=O, predict the reaction product. The product is: [Br:7][C:8]1[N:12]=[CH:11][N:10]([CH:6]2[CH2:5][CH2:4][CH2:3][CH2:2][O:1]2)[N:9]=1. (2) Given the reactants Cl.[NH2:2][C@H:3]1[CH2:8][CH2:7][C@H:6]([OH:9])[CH2:5][CH2:4]1.[OH-].[Na+].[C:12]([O:16][C:17](O[C:17]([O:16][C:12]([CH3:15])([CH3:14])[CH3:13])=[O:18])=[O:18])([CH3:15])([CH3:14])[CH3:13], predict the reaction product. The product is: [C:17]([NH:2][C@H:3]1[CH2:8][CH2:7][C@H:6]([OH:9])[CH2:5][CH2:4]1)([O:16][C:12]([CH3:15])([CH3:14])[CH3:13])=[O:18]. (3) Given the reactants C1C(=O)N([Br:8])C(=O)C1.[CH3:9][O:10][C:11]([C:13]1[CH:18]=[CH:17][C:16]([N:19]2[CH:23]=[C:22]([C:24]3[C:32]4[C:27](=[CH:28][CH:29]=[C:30]([CH3:33])[CH:31]=4)[N:26]([C:34]([O:36][C:37]([CH3:40])([CH3:39])[CH3:38])=[O:35])[N:25]=3)[N:21]=[N:20]2)=[CH:15][CH:14]=1)=[O:12], predict the reaction product. The product is: [Br:8][CH2:33][C:30]1[CH:31]=[C:32]2[C:27](=[CH:28][CH:29]=1)[N:26]([C:34]([O:36][C:37]([CH3:40])([CH3:39])[CH3:38])=[O:35])[N:25]=[C:24]2[C:22]1[N:21]=[N:20][N:19]([C:16]2[CH:17]=[CH:18][C:13]([C:11]([O:10][CH3:9])=[O:12])=[CH:14][CH:15]=2)[CH:23]=1. (4) Given the reactants Br[C:2]1[N:3]=[C:4]2[C:10]3[CH:11]=[CH:12][CH:13]=[CH:14][C:9]=3[NH:8][C:7]3[N:15]=[CH:16][CH:17]=[CH:18][C:6]=3[N:5]2[C:19]=1[C:20]1[CH:25]=[CH:24][C:23]([C:26]2([NH:30]C(=O)OC(C)(C)C)[CH2:29][CH2:28][CH2:27]2)=[CH:22][CH:21]=1.CC1(C)C(C)(C)OB([C:46]2[CH:47]=[CH:48][C:49]([NH2:52])=[N:50][CH:51]=2)O1.[O-]P([O-])([O-])=O.[K+].[K+].[K+], predict the reaction product. The product is: [NH2:30][C:26]1([C:23]2[CH:24]=[CH:25][C:20]([C:19]3[N:5]4[C:6]5[CH:18]=[CH:17][CH:16]=[N:15][C:7]=5[NH:8][C:9]5[CH:14]=[CH:13][CH:12]=[CH:11][C:10]=5[C:4]4=[N:3][C:2]=3[C:46]3[CH:47]=[CH:48][C:49]([NH2:52])=[N:50][CH:51]=3)=[CH:21][CH:22]=2)[CH2:29][CH2:28][CH2:27]1. (5) Given the reactants [C:1]([O:9][C:10]1[C:11]([O:13][C@@H:14]([CH3:26])[C@H:15]([O:17][C:18](=[O:25])[C:19]2[CH:24]=[CH:23][CH:22]=[CH:21][CH:20]=2)[CH:16]=1)=[O:12])(=[O:8])[C:2]1[CH:7]=[CH:6][CH:5]=[CH:4][CH:3]=1.[H][H], predict the reaction product. The product is: [C:1]([O:9][C@@H:10]1[CH2:16][C@@H:15]([O:17][C:18](=[O:25])[C:19]2[CH:20]=[CH:21][CH:22]=[CH:23][CH:24]=2)[C@H:14]([CH3:26])[O:13][C:11]1=[O:12])(=[O:8])[C:2]1[CH:7]=[CH:6][CH:5]=[CH:4][CH:3]=1.